This data is from Forward reaction prediction with 1.9M reactions from USPTO patents (1976-2016). The task is: Predict the product of the given reaction. (1) Given the reactants [CH3:1][O:2][C:3]1[CH:8]=[CH:7][C:6]([C:9]2[NH:10][C:11]3[CH:17]=[C:16]([NH2:18])[CH:15]=[CH:14][C:12]=3[N:13]=2)=[CH:5][CH:4]=1.[C:19]([OH:30])(=O)[C:20]1[CH:28]=[CH:27][C:23]([C:24]([OH:26])=O)=[CH:22][CH:21]=1, predict the reaction product. The product is: [CH3:1][O:2][C:3]1[CH:4]=[CH:5][C:6]([C:9]2[NH:13][C:12]3[CH:14]=[CH:15][C:16]([NH:18][C:24](=[O:26])[C:23]4[CH:22]=[CH:21][C:20]([C:19]([NH:18][C:16]5[CH:15]=[CH:14][C:12]6[NH:13][C:9]([C:6]7[CH:5]=[CH:4][C:3]([O:2][CH3:1])=[CH:8][CH:7]=7)=[N:10][C:11]=6[CH:17]=5)=[O:30])=[CH:28][CH:27]=4)=[CH:17][C:11]=3[N:10]=2)=[CH:7][CH:8]=1. (2) Given the reactants [OH:1][CH2:2][CH2:3][CH:4]1[CH2:9][CH2:8][CH:7]([OH:10])[CH2:6][CH2:5]1.[C:11]1([C:17](Cl)([C:24]2[CH:29]=[CH:28][CH:27]=[CH:26][CH:25]=2)[C:18]2[CH:23]=[CH:22][CH:21]=[CH:20][CH:19]=2)[CH:16]=[CH:15][CH:14]=[CH:13][CH:12]=1, predict the reaction product. The product is: [C:17]([O:1][CH2:2][CH2:3][CH:4]1[CH2:9][CH2:8][CH:7]([OH:10])[CH2:6][CH2:5]1)([C:11]1[CH:16]=[CH:15][CH:14]=[CH:13][CH:12]=1)([C:24]1[CH:25]=[CH:26][CH:27]=[CH:28][CH:29]=1)[C:18]1[CH:19]=[CH:20][CH:21]=[CH:22][CH:23]=1. (3) Given the reactants [Cl:1][C:2]1[CH:3]=[C:4]([S:9]([NH:12][C:13]2[CH:14]=[C:15]3[C:19](=[CH:20][CH:21]=2)[NH:18][CH:17]=[CH:16]3)(=[O:11])=[O:10])[CH:5]=[C:6]([Cl:8])[CH:7]=1.CN(C1C=CC=CN=1)C.[CH2:31]([N:38]=[C:39]=[O:40])[C:32]1[CH:37]=[CH:36][CH:35]=[CH:34][CH:33]=1.Cl, predict the reaction product. The product is: [CH2:31]([NH:38][C:39]([N:18]1[C:19]2[C:15](=[CH:14][C:13]([NH:12][S:9]([C:4]3[CH:3]=[C:2]([Cl:1])[CH:7]=[C:6]([Cl:8])[CH:5]=3)(=[O:11])=[O:10])=[CH:21][CH:20]=2)[CH:16]=[CH:17]1)=[O:40])[C:32]1[CH:37]=[CH:36][CH:35]=[CH:34][CH:33]=1. (4) Given the reactants C([O:3][C:4](=[O:16])[CH2:5][CH:6]1[C:15]2[C:10](=[CH:11][CH:12]=[CH:13][CH:14]=2)[CH2:9][CH2:8][O:7]1)C, predict the reaction product. The product is: [CH:6]1([CH2:5][C:4]([OH:16])=[O:3])[C:15]2[C:10](=[CH:11][CH:12]=[CH:13][CH:14]=2)[CH2:9][CH2:8][O:7]1. (5) Given the reactants C([Li])(CC)C.[C:6]([Si:10]([O:13][CH2:14][C:15]1[CH:20]=[CH:19][C:18]([F:21])=[CH:17][CH:16]=1)([CH3:12])[CH3:11])([CH3:9])([CH3:8])[CH3:7].B(OC)(OC)[O:23]C.CC(O)=O.OO, predict the reaction product. The product is: [Si:10]([O:13][CH2:14][C:15]1[CH:20]=[CH:19][C:18]([F:21])=[C:17]([OH:23])[CH:16]=1)([C:6]([CH3:9])([CH3:7])[CH3:8])([CH3:12])[CH3:11]. (6) Given the reactants [C:1]([O:4][CH2:5]Br)(=[O:3])[CH3:2].[CH3:7][NH:8][S:9]([C:12]1[CH:13]=[C:14]([CH2:18][CH2:19][CH2:20][CH:21]([CH2:25][CH2:26][C:27]2[CH:32]=[CH:31][CH:30]=[CH:29][CH:28]=2)[C:22]([OH:24])=[O:23])[CH:15]=[CH:16][CH:17]=1)(=[O:11])=[O:10].CCN(C(C)C)C(C)C.O, predict the reaction product. The product is: [CH3:7][NH:8][S:9]([C:12]1[CH:13]=[C:14]([CH2:18][CH2:19][CH2:20][CH:21]([CH2:25][CH2:26][C:27]2[CH:28]=[CH:29][CH:30]=[CH:31][CH:32]=2)[C:22]([O:24][CH2:5][O:4][C:1](=[O:3])[CH3:2])=[O:23])[CH:15]=[CH:16][CH:17]=1)(=[O:10])=[O:11].